From a dataset of Reaction yield outcomes from USPTO patents with 853,638 reactions. Predict the reaction yield, written as a fraction of the theoretical maximum amount of product (1.0 means a 100% yield; for example, 0.34 means a 34% yield). (1) The reactants are [CH:1]1([C:4]([CH:6]2[CH2:8][CH2:7]2)=O)[CH2:3][CH2:2]1.[BH3-][C:10]#[N:11].[Na+].Cl[CH2:14][CH2:15]Cl. The catalyst is O.C(O[Ti](OC(C)C)(OC(C)C)OC(C)C)(C)C. The product is [CH2:10]([NH:11][CH:4]([CH:6]1[CH2:8][CH2:7]1)[CH:1]1[CH2:3][CH2:2]1)[C:15]1[CH:14]=[CH:3][CH:2]=[CH:1][CH:4]=1. The yield is 0.650. (2) The reactants are F[C:2]1[CH:10]=[CH:9][C:8]([S:11]([CH3:14])(=[O:13])=[O:12])=[CH:7][C:3]=1[C:4]([OH:6])=[O:5].C(=O)([O-])[O-].[Cs+].[Cs+].[CH2:21]([SH:23])[CH3:22].Cl. The catalyst is CN(C)C=O. The product is [CH2:21]([S:23][C:2]1[CH:10]=[CH:9][C:8]([S:11]([CH3:14])(=[O:13])=[O:12])=[CH:7][C:3]=1[C:4]([OH:6])=[O:5])[CH3:22]. The yield is 0.990. (3) The reactants are [F:1][C:2]1[CH:7]=[C:6]([S:8][CH3:9])[CH:5]=[CH:4][C:3]=1[NH:10][C:11]1[C:12]([C:20]([O:22]CC)=O)=[N:13][N:14]([CH3:19])[C:15](=[O:18])[C:16]=1[CH3:17].C([O:27][CH2:28][CH2:29][O:30][NH2:31])=C. The product is [F:1][C:2]1[CH:7]=[C:6]([S:8][CH3:9])[CH:5]=[CH:4][C:3]=1[NH:10][C:11]1[C:12]([C:20]([NH:31][O:30][CH2:29][CH2:28][OH:27])=[O:22])=[N:13][N:14]([CH3:19])[C:15](=[O:18])[C:16]=1[CH3:17]. The yield is 0.780. No catalyst specified. (4) The reactants are [SH:1][CH2:2][CH2:3][O:4][CH2:5][CH2:6][O:7][CH2:8][CH2:9][O:10][CH2:11][CH2:12][OH:13].[C:14](Cl)([C:27]1[CH:32]=[CH:31][CH:30]=[CH:29][CH:28]=1)([C:21]1[CH:26]=[CH:25][CH:24]=[CH:23][CH:22]=1)[C:15]1[CH:20]=[CH:19][CH:18]=[CH:17][CH:16]=1.C(N(CC)CC)C.C1COCC1. The catalyst is CO.C(OCC)(=O)C.C(O)C. The product is [C:14]([S:1][CH2:2][CH2:3][O:4][CH2:5][CH2:6][O:7][CH2:8][CH2:9][O:10][CH2:11][CH2:12][OH:13])([C:15]1[CH:20]=[CH:19][CH:18]=[CH:17][CH:16]=1)([C:27]1[CH:28]=[CH:29][CH:30]=[CH:31][CH:32]=1)[C:21]1[CH:22]=[CH:23][CH:24]=[CH:25][CH:26]=1. The yield is 0.830. (5) The reactants are [F:1][C:2]1[CH:27]=[CH:26][CH:25]=[C:24]([F:28])[C:3]=1[C:4]([NH:6][C:7]1[C:8]([C:12]2[NH:16][C:15]3[CH:17]=[CH:18][C:19]([C:21]([OH:23])=O)=[CH:20][C:14]=3[N:13]=2)=[N:9][NH:10][CH:11]=1)=[O:5].C(Cl)CCl.C1C=CC2N(O)N=[N:39]C=2C=1.C(N(C(C)C)CC)(C)C.[Cl-].[NH4+]. The catalyst is CN(C=O)C.O. The product is [F:1][C:2]1[CH:27]=[CH:26][CH:25]=[C:24]([F:28])[C:3]=1[C:4]([NH:6][C:7]1[C:8]([C:12]2[NH:16][C:15]3[CH:17]=[CH:18][C:19]([C:21]([NH2:39])=[O:23])=[CH:20][C:14]=3[N:13]=2)=[N:9][NH:10][CH:11]=1)=[O:5]. The yield is 0.490. (6) The reactants are Br[C:2]1[N:3]([CH2:20][C:21]2[CH:26]=[CH:25][C:24]([CH2:27][OH:28])=[CH:23][CH:22]=2)[C:4]2[C:9]([N:10]=1)=[C:8]([NH2:11])[N:7]=[C:6]([NH:12][CH2:13][C:14]1[CH:19]=[CH:18][N:17]=[CH:16][CH:15]=1)[N:5]=2.C[O-].[K+].O.C[CH2:34][OH:35].C(Cl)(Cl)Cl. The catalyst is CO. The product is [CH3:34][O:35][C:2]1[N:3]([CH2:20][C:21]2[CH:26]=[CH:25][C:24]([CH2:27][OH:28])=[CH:23][CH:22]=2)[C:4]2[C:9]([N:10]=1)=[C:8]([NH2:11])[N:7]=[C:6]([NH:12][CH2:13][C:14]1[CH:19]=[CH:18][N:17]=[CH:16][CH:15]=1)[N:5]=2. The yield is 0.800. (7) The reactants are [CH:1]1([NH:4][C:5]([NH:7][C:8]2[CH:13]=[CH:12][C:11]([C:14]3[C:15]4[CH2:29][NH:28][CH2:27][C:16]=4[N:17]=[C:18]([N:20]4[CH2:25][CH2:24][O:23][CH2:22][C@@H:21]4[CH3:26])[N:19]=3)=[CH:10][CH:9]=2)=[O:6])[CH2:3][CH2:2]1.[C:30](Cl)(=[O:32])[CH3:31].CCN(CC)CC. The catalyst is C(Cl)Cl. The product is [C:30]([N:28]1[CH2:29][C:15]2[C:14]([C:11]3[CH:12]=[CH:13][C:8]([NH:7][C:5]([NH:4][CH:1]4[CH2:3][CH2:2]4)=[O:6])=[CH:9][CH:10]=3)=[N:19][C:18]([N:20]3[CH2:25][CH2:24][O:23][CH2:22][C@@H:21]3[CH3:26])=[N:17][C:16]=2[CH2:27]1)(=[O:32])[CH3:31]. The yield is 0.100.